Predict the reaction yield, written as a fraction of the theoretical maximum amount of product (1.0 means a 100% yield; for example, 0.34 means a 34% yield). From a dataset of Reaction yield outcomes from USPTO patents with 853,638 reactions. (1) The reactants are COC1C=CC(C[N:8]2[C:16]3[CH:15]=[CH:14][N:13]=[C:12]([NH:17][CH:18]4[CH2:23][CH2:22][O:21][CH2:20][CH2:19]4)[C:11]=3[C:10]([C:24]3[CH:25]=[C:26]([CH:30]=[CH:31][N:32]=3)[C:27](O)=[O:28])=[N:9]2)=CC=1.COC1C=CC([CH2:41][N:42]2[C:50]3C=CN=C(NC4CCOCC4)C=3C(C3C=C(C=CN=3)C#N)=N2)=CC=1.[OH-].[K+]. The catalyst is O. The product is [CH3:41][N:42]([CH3:50])[C:27](=[O:28])[C:26]1[CH:30]=[CH:31][N:32]=[C:24]([C:10]2[C:11]3[C:12]([NH:17][CH:18]4[CH2:19][CH2:20][O:21][CH2:22][CH2:23]4)=[N:13][CH:14]=[CH:15][C:16]=3[NH:8][N:9]=2)[CH:25]=1. The yield is 0.880. (2) The catalyst is O1CCCC1. The reactants are [Cl:1][C:2]1[CH:7]=[CH:6][C:5]([C:8]([F:15])([F:14])[C:9]([O:11]CC)=[O:10])=[C:4]([C:16]([F:19])([F:18])[F:17])[CH:3]=1.CO.O.[OH-].[Li+]. The product is [Cl:1][C:2]1[CH:7]=[CH:6][C:5]([C:8]([F:14])([F:15])[C:9]([OH:11])=[O:10])=[C:4]([C:16]([F:17])([F:18])[F:19])[CH:3]=1. The yield is 0.860. (3) The product is [CH2:1]([O:3][C:4](=[O:13])[C:5]([C:6]1[CH:11]=[CH:10][C:9]([Br:12])=[CH:8][CH:7]=1)=[CH2:16])[CH3:2]. The reactants are [CH2:1]([O:3][C:4](=[O:13])[CH2:5][C:6]1[CH:11]=[CH:10][C:9]([Br:12])=[CH:8][CH:7]=1)[CH3:2].C=O.[C:16]([O-])([O-])=O.[K+].[K+]. The catalyst is [N+](CCCC)(CCCC)(CCCC)CCCC.[Cl-].CN(C=O)C.CCOC(C)=O. The yield is 0.730. (4) The reactants are Br[C:2]1[C:8]([C:9]([F:12])([F:11])[F:10])=[CH:7][C:5]([NH2:6])=[CH:4][C:3]=1[Cl:13].C(=O)([O-])[O-].[Na+].[Na+].CC1(C)C(C)(C)OB([C:28]2[CH:33]=[CH:32][C:31]([S:34]([CH2:37][C@@H:38]3[CH2:42][CH2:41][CH2:40][N:39]3[C:43]([O:45][C:46]([CH3:49])([CH3:48])[CH3:47])=[O:44])(=[O:36])=[O:35])=[CH:30][CH:29]=2)O1.O. The catalyst is C(COC)OC.C1C=CC([P]([Pd]([P](C2C=CC=CC=2)(C2C=CC=CC=2)C2C=CC=CC=2)([P](C2C=CC=CC=2)(C2C=CC=CC=2)C2C=CC=CC=2)[P](C2C=CC=CC=2)(C2C=CC=CC=2)C2C=CC=CC=2)(C2C=CC=CC=2)C2C=CC=CC=2)=CC=1. The product is [NH2:6][C:5]1[CH:7]=[C:8]([C:9]([F:12])([F:11])[F:10])[C:2]([C:28]2[CH:33]=[CH:32][C:31]([S:34]([CH2:37][C@@H:38]3[CH2:42][CH2:41][CH2:40][N:39]3[C:43]([O:45][C:46]([CH3:49])([CH3:48])[CH3:47])=[O:44])(=[O:36])=[O:35])=[CH:30][CH:29]=2)=[C:3]([Cl:13])[CH:4]=1. The yield is 0.220. (5) The product is [CH2:14]([C:11]1[C:12]([N:13]=[C:1]=[S:2])=[C:7]([CH2:5][CH3:6])[N:8]=[C:9]([CH3:16])[N:10]=1)[CH3:15]. The catalyst is O1CCCC1.C(=O)([O-])O.[Na+]. The yield is 1.00. The reactants are [C:1](Cl)(Cl)=[S:2].[CH2:5]([C:7]1[C:12]([NH2:13])=[C:11]([CH2:14][CH3:15])[N:10]=[C:9]([CH3:16])[N:8]=1)[CH3:6]. (6) The reactants are [CH:1]1[C:10]2[C:5](=[CH:6][CH:7]=[C:8]([OH:11])[CH:9]=2)[CH:4]=[CH:3][C:2]=1[OH:12].[Br:13]Br.O. The catalyst is CC(O)=O. The product is [Br:13][C:7]1[C:8]([OH:11])=[CH:9][C:10]2[C:5]([CH:6]=1)=[CH:4][CH:3]=[C:2]([OH:12])[CH:1]=2. The yield is 0.270.